From a dataset of Forward reaction prediction with 1.9M reactions from USPTO patents (1976-2016). Predict the product of the given reaction. (1) Given the reactants [NH2:1][C:2]1[C:3](C#N)=[N:4][C:5]([Cl:9])=[CH:6][C:7]=1[Cl:8].O.[C:13](=[O:16])(O)[O-:14].[Na+], predict the reaction product. The product is: [NH2:1][C:2]1[C:3]([C:13]([OH:14])=[O:16])=[N:4][C:5]([Cl:9])=[CH:6][C:7]=1[Cl:8]. (2) Given the reactants [NH2:1][CH2:2][C@@H:3]1[CH2:7][CH2:6][N:5]([C:8]([O:10][C:11]([CH3:14])([CH3:13])[CH3:12])=[O:9])[CH2:4]1.[Br:15][C:16]1[CH:21]=[C:20]([N+:22]([O-:24])=[O:23])[C:19](F)=[CH:18][C:17]=1[F:26], predict the reaction product. The product is: [Br:15][C:16]1[C:17]([F:26])=[CH:18][C:19]([NH:1][CH2:2][C@@H:3]2[CH2:7][CH2:6][N:5]([C:8]([O:10][C:11]([CH3:14])([CH3:13])[CH3:12])=[O:9])[CH2:4]2)=[C:20]([N+:22]([O-:24])=[O:23])[CH:21]=1. (3) Given the reactants [CH3:1][O:2][C:3](=[O:23])[CH2:4][C:5]1[CH:10]=[C:9]([C:11]([F:14])([F:13])[F:12])[CH:8]=[C:7]([O:15]CC2C=CC=CC=2)[CH:6]=1, predict the reaction product. The product is: [CH3:1][O:2][C:3](=[O:23])[CH2:4][C:5]1[CH:10]=[C:9]([C:11]([F:12])([F:14])[F:13])[CH:8]=[C:7]([OH:15])[CH:6]=1. (4) Given the reactants FC1C=CC=C(F)C=1[C:9]1[CH:10]=[C:11]2[C:15]3=[C:16]([CH2:18][NH:19][CH2:20][CH2:21][N:14]3[C@H:13]3[CH2:22][CH2:23][NH:24][CH2:25][C@@H:12]23)[CH:17]=1.[Cl:26][C:27]1[CH:32]=[C:31]([Cl:33])[CH:30]=[CH:29][C:28]=1B(O)O.[OH-].[Ba+2].[OH-], predict the reaction product. The product is: [Cl:26][C:27]1[CH:32]=[C:31]([Cl:33])[CH:30]=[CH:29][C:28]=1[C:9]1[CH:10]=[C:11]2[C:15]3=[C:16]([CH2:18][NH:19][CH2:20][CH2:21][N:14]3[C@H:13]3[CH2:22][CH2:23][NH:24][CH2:25][C@@H:12]23)[CH:17]=1. (5) Given the reactants CC(C)([O-])C.[Na+].C([O-])(=O)C1C=CC=CC=1.[K+].[Br:17][C:18]1[N:23]=[CH:22][C:21]([OH:24])=[CH:20][CH:19]=1.[C:25]([O:29][C:30]([N:32]1[CH2:35][CH:34](I)[CH2:33]1)=[O:31])([CH3:28])([CH3:27])[CH3:26], predict the reaction product. The product is: [C:25]([O:29][C:30]([N:32]1[CH2:35][CH:34]([O:24][C:21]2[CH:22]=[N:23][C:18]([Br:17])=[CH:19][CH:20]=2)[CH2:33]1)=[O:31])([CH3:28])([CH3:26])[CH3:27]. (6) Given the reactants [OH:1][C@@:2]([CH3:11])([CH2:9][OH:10])[C:3]([N:5]([O:7][CH3:8])[CH3:6])=[O:4].O.[CH3:13][C:14]1C=CC(S(O)(=O)=O)=C[CH:15]=1, predict the reaction product. The product is: [CH3:8][O:7][N:5]([CH3:6])[C:3]([C@:2]1([CH3:11])[CH2:9][O:10][C:14]([CH3:15])([CH3:13])[O:1]1)=[O:4]. (7) The product is: [CH:1]1[C:14]2[C:5](=[CH:6][C:7]3[C:12]([C:13]=2[C:15]([N:17]2[CH2:18][CH2:19][CH:20]([N:23]4[CH2:36][C:27]5([C:31](=[O:32])[N:30]([CH2:33][CH3:34])[CH:29]([CH3:35])[CH2:28]5)[N:26]([CH3:46])[CH2:25][CH2:24]4)[CH2:21][CH2:22]2)=[O:16])=[CH:11][CH:10]=[CH:9][CH:8]=3)[CH:4]=[CH:3][CH:2]=1. Given the reactants [CH:1]1[C:14]2[C:5](=[CH:6][C:7]3[C:12]([C:13]=2[C:15]([N:17]2[CH2:22][CH2:21][CH:20]([N:23]4[CH2:36][C:27]5([C:31](=[O:32])[N:30]([CH2:33][CH3:34])[CH:29]([CH3:35])[CH2:28]5)[NH:26][CH2:25][CH2:24]4)[CH2:19][CH2:18]2)=[O:16])=[CH:11][CH:10]=[CH:9][CH:8]=3)[CH:4]=[CH:3][CH:2]=1.C=O.S([O-])([O-])(=O)=O.[Na+].[Na+].[C:46](O[BH-](OC(=O)C)OC(=O)C)(=O)C.[Na+], predict the reaction product. (8) The product is: [OH:8][CH:9]1[C:23]([CH3:24])([CH3:26])[CH2:27][N:12]([C:13]([O:14][CH2:15][C:16]2[CH:17]=[CH:18][CH:19]=[CH:20][CH:21]=2)=[O:22])[CH:10]1[CH3:11]. Given the reactants [Si]([O:8][CH:9]([C:23]([CH3:27])([CH3:26])[CH2:24]O)[CH:10]([NH:12][C:13](=[O:22])[O:14][CH2:15][C:16]1[CH:21]=[CH:20][CH:19]=[CH:18][CH:17]=1)[CH3:11])(C(C)(C)C)(C)C.C(N(CC)CC)C.S(Cl)(C)(=O)=O.O, predict the reaction product. (9) Given the reactants [CH3:1][C:2]([CH3:15])([CH2:12]SC)[CH2:3][NH:4][C:5](=[O:11])[O:6][C:7]([CH3:10])([CH3:9])[CH3:8].Cl[C:17]1C=CC=C(C(OO)=O)C=1.[S:27]([O-:31])([O-])(=[O:29])=S.[Na+].[Na+], predict the reaction product. The product is: [CH3:1][C:2]([CH3:15])([CH2:12][S:27]([CH3:17])(=[O:31])=[O:29])[CH2:3][NH:4][C:5](=[O:11])[O:6][C:7]([CH3:10])([CH3:9])[CH3:8].